This data is from Forward reaction prediction with 1.9M reactions from USPTO patents (1976-2016). The task is: Predict the product of the given reaction. (1) Given the reactants [F:1][C:2]1[CH:13]=[CH:12][C:5]2[NH:6][C:7](=[O:11])[O:8][C:9](=[O:10])[C:4]=2[CH:3]=1.[H-].[Na+].Br.Br[CH2:18][C:19]1[CH:24]=[CH:23][CH:22]=[CH:21][N:20]=1, predict the reaction product. The product is: [F:1][C:2]1[CH:13]=[CH:12][C:5]2[N:6]([CH2:18][C:19]3[CH:24]=[CH:23][CH:22]=[CH:21][N:20]=3)[C:7](=[O:11])[O:8][C:9](=[O:10])[C:4]=2[CH:3]=1. (2) Given the reactants [NH:1]1[CH:5]=[CH:4][N:3]=[C:2]1[CH:6]=O.CC(O)=O.[C:12]1([S:18]([N:21]2[C:31]3[C:32]4[C:23]([CH2:24][NH:25][CH2:26][C:27]=4[CH:28]=[CH:29][CH:30]=3)=[CH:22]2)(=[O:20])=[O:19])[CH:17]=[CH:16][CH:15]=[CH:14][CH:13]=1.[C:33]([OH:39])([C:35]([F:38])([F:37])[F:36])=[O:34], predict the reaction product. The product is: [F:36][C:35]([F:38])([F:37])[C:33]([OH:39])=[O:34].[F:36][C:35]([F:38])([F:37])[C:33]([OH:39])=[O:34].[NH:1]1[CH:5]=[CH:4][N:3]=[C:2]1[CH2:6][N:25]1[CH2:24][C:23]2=[CH:22][N:21]([S:18]([C:12]3[CH:13]=[CH:14][CH:15]=[CH:16][CH:17]=3)(=[O:19])=[O:20])[C:31]3[C:32]2=[C:27]([CH:28]=[CH:29][CH:30]=3)[CH2:26]1. (3) Given the reactants [C:1]([N:9]1[CH2:14][CH2:13][CH:12]([CH:15]=O)[CH2:11][CH2:10]1)(=[O:8])[C:2]1[CH:7]=[CH:6][CH:5]=[CH:4][CH:3]=1.[C:17]([O-])([O-])=O.[K+].[K+].[N+](=C(P(=O)(OC)OC)C(=O)C)=[N-], predict the reaction product. The product is: [C:1]([N:9]1[CH2:14][CH2:13][CH:12]([C:15]#[CH:17])[CH2:11][CH2:10]1)(=[O:8])[C:2]1[CH:7]=[CH:6][CH:5]=[CH:4][CH:3]=1. (4) Given the reactants [Cl:1][C:2]1[CH:3]=[CH:4][C:5]([O:34][CH3:35])=[C:6]([CH:33]=1)[CH2:7][C@H:8]1[C:14](=[O:15])[N:13]([C:16]([NH:18][C@H:19]([CH2:23][CH3:24])[C:20](O)=[O:21])=[O:17])[CH2:12][C:11](=[N:25][O:26][C:27]2[CH:32]=[CH:31][CH:30]=[CH:29][CH:28]=2)[NH:10][CH2:9]1.C(Cl)Cl.[CH3:39][NH:40]C.CO, predict the reaction product. The product is: [Cl:1][C:2]1[CH:3]=[CH:4][C:5]([O:34][CH3:35])=[C:6]([CH:33]=1)[CH2:7][C@H:8]1[C:14](=[O:15])[N:13]([C:16]([NH:18][C@@H:19]([C:20](=[O:21])[NH:40][CH3:39])[CH2:23][CH3:24])=[O:17])[CH2:12][C:11](=[N:25][O:26][C:27]2[CH:32]=[CH:31][CH:30]=[CH:29][CH:28]=2)[NH:10][CH2:9]1.